Task: Regression. Given a peptide amino acid sequence and an MHC pseudo amino acid sequence, predict their binding affinity value. This is MHC class II binding data.. Dataset: Peptide-MHC class II binding affinity with 134,281 pairs from IEDB (1) The peptide sequence is WDDLRSLCLFSYHRLR. The MHC is DRB1_0301 with pseudo-sequence DRB1_0301. The binding affinity (normalized) is 0.178. (2) The peptide sequence is IQLKCSDSMPCKDIK. The MHC is DRB1_1302 with pseudo-sequence DRB1_1302. The binding affinity (normalized) is 0.538. (3) The peptide sequence is GVTVDSIGMLPR. The MHC is DRB1_0301 with pseudo-sequence DRB1_0301. The binding affinity (normalized) is 0.567. (4) The binding affinity (normalized) is 0.148. The MHC is DRB1_0405 with pseudo-sequence DRB1_0405. The peptide sequence is GKREKKLSEFGKAKG. (5) The peptide sequence is ARRRLRTLVLAPTRV. The MHC is HLA-DQA10201-DQB10402 with pseudo-sequence HLA-DQA10201-DQB10402. The binding affinity (normalized) is 0.567.